From a dataset of Full USPTO retrosynthesis dataset with 1.9M reactions from patents (1976-2016). Predict the reactants needed to synthesize the given product. Given the product [OH:37][C:34]([C:32]1[CH:31]=[N:30][N:29]2[C:25]([C:8]3[CH:9]=[CH:10][C:11](=[O:22])[N:12]([C:14]4[C:19]([C:20]#[N:21])=[CH:18][CH:17]=[CH:16][N:15]=4)[CH:13]=3)=[CH:26][N:27]=[C:28]2[N:33]=1)([CH3:36])[CH3:35], predict the reactants needed to synthesize it. The reactants are: CC1(C)COB([C:8]2[CH:9]=[CH:10][C:11](=[O:22])[N:12]([C:14]3[C:19]([C:20]#[N:21])=[CH:18][CH:17]=[CH:16][N:15]=3)[CH:13]=2)OC1.Br[C:25]1[N:29]2[N:30]=[CH:31][C:32]([C:34]([OH:37])([CH3:36])[CH3:35])=[N:33][C:28]2=[N:27][CH:26]=1.O1CCOCC1.C(=O)([O-])[O-].[Na+].[Na+].